From a dataset of Full USPTO retrosynthesis dataset with 1.9M reactions from patents (1976-2016). Predict the reactants needed to synthesize the given product. (1) Given the product [NH:41]1[C:42]2[C:38](=[C:37]([C:2]3[N:3]=[C:4]([N:20]4[CH2:21][CH2:22][O:23][CH2:24][CH2:25]4)[C:5]4[S:10][C:9]([C:11]5[CH:12]=[C:13]([CH:17]=[CH:18][CH:19]=5)[C:14]([NH:28][CH2:26][CH3:27])=[O:15])=[CH:8][C:6]=4[N:7]=3)[CH:45]=[CH:44][CH:43]=2)[CH:39]=[N:40]1, predict the reactants needed to synthesize it. The reactants are: Cl[C:2]1[N:3]=[C:4]([N:20]2[CH2:25][CH2:24][O:23][CH2:22][CH2:21]2)[C:5]2[S:10][C:9]([C:11]3[CH:12]=[C:13]([CH:17]=[CH:18][CH:19]=3)[C:14](O)=[O:15])=[CH:8][C:6]=2[N:7]=1.[CH2:26]([NH2:28])[CH3:27].CC1(C)C(C)(C)OB([C:37]2[CH:45]=[CH:44][CH:43]=[C:42]3[C:38]=2[CH:39]=[N:40][NH:41]3)O1. (2) Given the product [P:6]([OH:7])([OH:61])([O:54][CH2:53][CH:48]1[CH2:49][CH2:50][CH2:51][CH2:52][N:47]1[CH2:46][CH2:45][CH2:44][O:43][C:37]1[CH:36]=[C:35]2[C:40]([C:31]([NH:30][C:27]3[CH:26]=[N:25][C:24]([NH:23][C:21](=[O:22])[C:20]4[CH:55]=[CH:56][CH:57]=[C:18]([Cl:17])[CH:19]=4)=[CH:29][CH:28]=3)=[N:32][CH:33]=[N:34]2)=[CH:39][C:38]=1[O:41][CH3:42])=[O:5].[P:6]([OH:7])([OH:58])([O:54][CH3:53])=[O:5], predict the reactants needed to synthesize it. The reactants are: C([O:5][P:6](N(CC)CC)[O:7]C(C)(C)C)(C)(C)C.[Cl:17][C:18]1[CH:19]=[C:20]([CH:55]=[CH:56][CH:57]=1)[C:21]([NH:23][C:24]1[CH:29]=[CH:28][C:27]([NH:30][C:31]2[C:40]3[C:35](=[CH:36][C:37]([O:43][CH2:44][CH2:45][CH2:46][N:47]4[CH2:52][CH2:51][CH2:50][CH2:49][CH:48]4[CH2:53][OH:54])=[C:38]([O:41][CH3:42])[CH:39]=3)[N:34]=[CH:33][N:32]=2)=[CH:26][N:25]=1)=[O:22].[OH:58]O.S(S([O-])=O)([O-])(=O)=[O:61].[Na+].[Na+].Cl. (3) The reactants are: B(O)(O)[C@H]1N([C:7]([C@@H:9](N)[CH:10]([CH3:12])C)=[O:8])CCC1.CS(O)(=O)=[O:18].Br[C:22]1[N:23]=[CH:24][C:25]([NH:28][C:29](=[O:34])[C:30]([CH3:33])([CH3:32])[CH3:31])=[N:26][CH:27]=1.Cl.C1[CH2:40][O:39][CH2:38][CH2:37]1. Given the product [CH3:31][C:30]([CH3:33])([CH3:32])[C:29]([NH:28][C:25]1[CH:24]=[N:23][C:22]([C:37](=[O:18])[CH2:38][O:39][CH:40]2[CH2:12][CH2:10][CH2:9][CH2:7][O:8]2)=[CH:27][N:26]=1)=[O:34], predict the reactants needed to synthesize it. (4) Given the product [CH3:25][C:22]([O:21][C:20]([NH:19][C@@H:16]1[CH2:17][CH2:18][N:14]([C:2]2[C:3]([C:4]([O:6][CH:7]([CH3:9])[CH3:8])=[O:5])=[CH:10][CH:11]=[CH:12][N:13]=2)[CH2:15]1)=[O:26])([CH3:23])[CH3:24], predict the reactants needed to synthesize it. The reactants are: Cl[C:2]1[N:13]=[CH:12][CH:11]=[CH:10][C:3]=1[C:4]([O:6][CH:7]([CH3:9])[CH3:8])=[O:5].[NH:14]1[CH2:18][CH2:17][C@@H:16]([NH:19][C:20](=[O:26])[O:21][C:22]([CH3:25])([CH3:24])[CH3:23])[CH2:15]1.CCN(CC)CC. (5) Given the product [CH3:8][C@@H:7]([C@@H:9]1[C@@:27]2([CH3:28])[CH2:26][CH2:25][C@@H:24]3[C@@:22]4([CH3:23])[CH2:21][CH2:20][C@H:18]([Br:40])[CH2:17][C:16]4=[CH:15][CH2:14][C@H:13]3[C@@H:12]2[CH2:11][CH2:10]1)[CH2:6][CH2:5][CH2:4][CH:2]([CH3:3])[CH3:1], predict the reactants needed to synthesize it. The reactants are: [CH3:1][CH:2]([CH2:4][CH2:5][CH2:6][C@H:7]([C@@H:9]1[C@:27]2([CH3:28])[C@H:12]([C@H:13]3[C@H:24]([CH2:25][CH2:26]2)[C@:22]2([CH3:23])[C:16]([CH2:17][C@H:18]([CH2:20][CH2:21]2)O)=[CH:15][CH2:14]3)[CH2:11][CH2:10]1)[CH3:8])[CH3:3].CN(C)C1C=CC=CC=1.S(Br)([Br:40])=O.